Task: Predict the reactants needed to synthesize the given product.. Dataset: Full USPTO retrosynthesis dataset with 1.9M reactions from patents (1976-2016) Given the product [CH3:20][C:21]1[C:22]([CH2:27][N:28]([CH2:35][C:36]2[C:41]([CH3:42])=[CH:40][CH:39]=[CH:38][N:37]=2)[CH:29]2[CH2:34][CH2:33][N:32]([C:11]([C:9]3[CH:8]=[CH:7][CH:6]=[C:5]4[C:10]=3[N:1]=[CH:2][CH:3]=[CH:4]4)=[O:13])[CH2:31][CH2:30]2)=[N:23][CH:24]=[CH:25][CH:26]=1, predict the reactants needed to synthesize it. The reactants are: [N:1]1[C:10]2[C:5](=[CH:6][CH:7]=[CH:8][C:9]=2[C:11]([OH:13])=O)[CH:4]=[CH:3][CH:2]=1.C(Cl)(=O)C(Cl)=O.[CH3:20][C:21]1[C:22]([CH2:27][N:28]([CH2:35][C:36]2[C:41]([CH3:42])=[CH:40][CH:39]=[CH:38][N:37]=2)[CH:29]2[CH2:34][CH2:33][NH:32][CH2:31][CH2:30]2)=[N:23][CH:24]=[CH:25][CH:26]=1.CCN(C(C)C)C(C)C.